From a dataset of NCI-60 drug combinations with 297,098 pairs across 59 cell lines. Regression. Given two drug SMILES strings and cell line genomic features, predict the synergy score measuring deviation from expected non-interaction effect. Drug 1: CCN(CC)CCNC(=O)C1=C(NC(=C1C)C=C2C3=C(C=CC(=C3)F)NC2=O)C. Drug 2: C1=NC2=C(N1)C(=S)N=CN2. Cell line: KM12. Synergy scores: CSS=32.6, Synergy_ZIP=-9.40, Synergy_Bliss=-2.34, Synergy_Loewe=-10.8, Synergy_HSA=-2.56.